Dataset: Forward reaction prediction with 1.9M reactions from USPTO patents (1976-2016). Task: Predict the product of the given reaction. (1) Given the reactants C(OC([N:8]1[CH2:13][CH2:12][C:11]([C:15]2[N:16]([CH3:41])[C:17]3[C:22]([N:23]=2)=[C:21]([N:24]2[CH2:29][CH2:28][O:27][CH2:26][CH2:25]2)[N:20]=[C:19]([N:30]2[C:34]4[CH:35]=[CH:36][CH:37]=[CH:38][C:33]=4[N:32]=[C:31]2[CH2:39][CH3:40])[N:18]=3)([OH:14])[CH2:10][CH2:9]1)=O)(C)(C)C.C(O)(C(F)(F)F)=O, predict the reaction product. The product is: [CH2:39]([C:31]1[N:30]([C:19]2[N:18]=[C:17]3[C:22]([N:23]=[C:15]([C:11]4([OH:14])[CH2:10][CH2:9][NH:8][CH2:13][CH2:12]4)[N:16]3[CH3:41])=[C:21]([N:24]3[CH2:25][CH2:26][O:27][CH2:28][CH2:29]3)[N:20]=2)[C:34]2[CH:35]=[CH:36][CH:37]=[CH:38][C:33]=2[N:32]=1)[CH3:40]. (2) Given the reactants [CH3:1][O:2][C:3]([C:5]1[C:6](Cl)=[N:7][CH:8]=[CH:9][CH:10]=1)=[O:4].[CH3:12][OH:13].C[O-].[Na+], predict the reaction product. The product is: [CH3:1][O:2][C:3]([C:5]1[C:6]([O:13][CH3:12])=[N:7][CH:8]=[CH:9][CH:10]=1)=[O:4].